From a dataset of Full USPTO retrosynthesis dataset with 1.9M reactions from patents (1976-2016). Predict the reactants needed to synthesize the given product. (1) Given the product [F:23][C:24]1[CH:32]=[CH:31][CH:30]=[CH:29][C:25]=1[C:26]([NH:1][C:2]1[CH:11]=[CH:10][C:5]([C:6]([O:8][CH3:9])=[O:7])=[C:4]([O:12][CH3:13])[CH:3]=1)=[O:27], predict the reactants needed to synthesize it. The reactants are: [NH2:1][C:2]1[CH:11]=[CH:10][C:5]([C:6]([O:8][CH3:9])=[O:7])=[C:4]([O:12][CH3:13])[CH:3]=1.C(N(C(C)C)CC)(C)C.[F:23][C:24]1[CH:32]=[CH:31][CH:30]=[CH:29][C:25]=1[C:26](Cl)=[O:27]. (2) Given the product [CH:1]([O:4][C:5]1[CH:14]=[C:13]2[C:8]([C:9]([OH:19])=[C:10]([C:16]([NH:25][C@H:24]([CH3:26])[C:23]([OH:27])=[O:22])=[O:18])[N:11]=[C:12]2[Cl:15])=[CH:7][CH:6]=1)([CH3:2])[CH3:3], predict the reactants needed to synthesize it. The reactants are: [CH:1]([O:4][C:5]1[CH:14]=[C:13]2[C:8]([C:9]([OH:19])=[C:10]([C:16]([OH:18])=O)[N:11]=[C:12]2[Cl:15])=[CH:7][CH:6]=1)([CH3:3])[CH3:2].Cl.C[O:22][C:23](=[O:27])[C@@H:24]([CH3:26])[NH2:25]. (3) Given the product [Br:14][C:15]1[CH:20]=[CH:19][C:18]([N:5]2[CH:6]=[CH:7][C:3]([C:2]([F:13])([F:12])[F:1])=[C:4]2[CH2:8][O:10][C:11]2[CH:28]=[CH:27][C:26]([CH2:33][CH2:34][C:35]([OH:37])=[O:36])=[C:25]([F:24])[C:30]=2[F:31])=[CH:17][CH:16]=1, predict the reactants needed to synthesize it. The reactants are: [F:1][C:2]([F:13])([F:12])[C:3]1[CH:7]=[CH:6][NH:5][C:4]=1[C:8]([O:10][CH3:11])=O.[Br:14][C:15]1[CH:20]=[CH:19][C:18](B(O)O)=[CH:17][CH:16]=1.[F:24][C:25]1[C:30]([F:31])=C(O)[CH:28]=[CH:27][C:26]=1[CH2:33][CH2:34][C:35]([O:37]CC)=[O:36]. (4) Given the product [CH:1]([C:4]1[CH:5]=[CH:6][C:7]([C:10]2[C:15]([O:43][S:36]([C:39]([F:42])([F:41])[F:40])(=[O:38])=[O:37])=[CH:14][CH:13]=[C:12]([CH2:26][C:27]([O:29][CH3:31])=[O:28])[CH:11]=2)=[CH:8][CH:9]=1)([CH3:3])[CH3:2], predict the reactants needed to synthesize it. The reactants are: [CH:1]([C:4]1[CH:9]=[CH:8][C:7]([C:10]2[CH:11]=[C:12]([CH2:26][C:27]([OH:29])=[O:28])[CH:13]=[CH:14][C:15]=2C2C=CC(C(F)(F)F)=CC=2)=[CH:6][CH:5]=1)([CH3:3])[CH3:2].N1C=CC=C[CH:31]=1.[S:36]([O:43]S(C(F)(F)F)(=O)=O)([C:39]([F:42])([F:41])[F:40])(=[O:38])=[O:37].O. (5) Given the product [CH3:1][O:2][C:3]1[C:4]([C:23]2[CH:28]=[CH:27][CH:26]=[CH:25][C:24]=2[O:29][CH3:30])=[CH:5][C:6]2[C:12]([C:13]3[CH:14]=[C:15]([CH:18]=[CH:19][CH:20]=3)[C:16]#[N:17])=[N:11][CH2:10][C:9](=[O:21])[N:8]([CH2:31][CH2:32][C:33]3[CH:38]=[CH:37][CH:36]=[CH:35][CH:34]=3)[C:7]=2[CH:22]=1, predict the reactants needed to synthesize it. The reactants are: [CH3:1][O:2][C:3]1[C:4]([C:23]2[CH:28]=[CH:27][CH:26]=[CH:25][C:24]=2[O:29][CH3:30])=[CH:5][C:6]2[C:12]([C:13]3[CH:14]=[C:15]([CH:18]=[CH:19][CH:20]=3)[C:16]#[N:17])=[N:11][CH2:10][C:9](=[O:21])[NH:8][C:7]=2[CH:22]=1.[CH2:31](Br)[CH2:32][C:33]1[CH:38]=[CH:37][CH:36]=[CH:35][CH:34]=1. (6) Given the product [NH2:17][C:8]1[C:7]2=[N:6][N:5]([CH2:18][CH2:19][CH3:20])[C:4]([CH2:3][CH2:2][NH:1][C:33](=[O:34])[C:32]3[CH:36]=[CH:37][C:29]([F:28])=[CH:30][CH:31]=3)=[C:16]2[C:15]2[CH:14]=[CH:13][CH:12]=[CH:11][C:10]=2[N:9]=1, predict the reactants needed to synthesize it. The reactants are: [NH2:1][CH2:2][CH2:3][C:4]1[N:5]([CH2:18][CH2:19][CH3:20])[N:6]=[C:7]2[C:16]=1[C:15]1[CH:14]=[CH:13][CH:12]=[CH:11][C:10]=1[N:9]=[C:8]2[NH2:17].C(N(CC)CC)C.[F:28][C:29]1[CH:37]=[CH:36][C:32]([C:33](Cl)=[O:34])=[CH:31][CH:30]=1.C(=O)([O-])[O-].[Na+].[Na+]. (7) Given the product [CH3:1][O:2][C:3]1[CH:4]=[C:5]([CH:31]=[CH:32][C:33]=1[O:34][CH3:35])[CH2:6][CH:7]1[C:16]2[C:11](=[CH:12][C:13]([O:18][CH3:19])=[C:14]([O:17][CH2:36][CH2:37][CH2:38][CH3:39])[CH:15]=2)[CH2:10][CH2:9][N:8]1[CH2:20][C:21]([NH:23][CH2:24][C:25]1[CH:30]=[CH:29][CH:28]=[CH:27][CH:26]=1)=[O:22], predict the reactants needed to synthesize it. The reactants are: [CH3:1][O:2][C:3]1[CH:4]=[C:5]([CH:31]=[CH:32][C:33]=1[O:34][CH3:35])[CH2:6][CH:7]1[C:16]2[C:11](=[CH:12][C:13]([O:18][CH3:19])=[C:14]([OH:17])[CH:15]=2)[CH2:10][CH2:9][N:8]1[CH2:20][C:21]([NH:23][CH2:24][C:25]1[CH:30]=[CH:29][CH:28]=[CH:27][CH:26]=1)=[O:22].[CH2:36](Br)[CH2:37][CH2:38][CH3:39]. (8) Given the product [Cl:100][C:88]1[CH:87]=[CH:86][C:85]([C:84]2[C:79]([C@@H:69]([NH:68][C:58](=[O:60])[CH2:57][N:55]3[C:54]4[C:61]([F:66])([F:65])[C@@H:62]5[CH2:64][C@@H:63]5[C:53]=4[C:52]([CH:51]([F:50])[F:67])=[N:56]3)[CH2:70][C:71]3[CH:72]=[C:73]([F:78])[CH:74]=[C:75]([F:77])[CH:76]=3)=[N:80][C:81]([C:104]#[C:105][C:106]([OH:109])([CH3:107])[CH3:108])=[C:82]([N:101]([CH3:102])[CH3:103])[CH:83]=2)=[C:93]2[C:89]=1[C:90]([NH:95][S:96]([CH3:99])(=[O:98])=[O:97])=[N:91][N:92]2[CH3:94], predict the reactants needed to synthesize it. The reactants are: NC1C2C(=C(C3C([C@@H](NC(=O)CN4C5C(F)(F)CCC(F)(F)C=5C(C(F)F)=N4)CC4C=C(F)C=C(F)C=4)=NC(SC)=NC=3)C=CC=2)N(C)N=1.[F:50][CH:51]([F:67])[C:52]1[C:53]2[C@H:63]3[CH2:64][C@H:62]3[C:61]([F:66])([F:65])[C:54]=2[N:55]([CH2:57][C:58]([OH:60])=O)[N:56]=1.[NH2:68][C@H:69]([C:79]1[C:84]([C:85]2[CH:86]=[CH:87][C:88]([Cl:100])=[C:89]3[C:93]=2[N:92]([CH3:94])[N:91]=[C:90]3[NH:95][S:96]([CH3:99])(=[O:98])=[O:97])=[CH:83][C:82]([N:101]([CH3:103])[CH3:102])=[C:81]([C:104]#[C:105][C:106]([OH:109])([CH3:108])[CH3:107])[N:80]=1)[CH2:70][C:71]1[CH:76]=[C:75]([F:77])[CH:74]=[C:73]([F:78])[CH:72]=1. (9) Given the product [CH2:21]([O:1][C:2]1[CH:15]=[C:14]([CH2:16][CH2:17][CH3:18])[CH:13]=[CH:12][C:3]=1[O:4][C:5]1[CH:6]=[CH:29][C:24](=[O:27])[N:9]([CH2:8][CH3:7])[CH:10]=1)[CH3:22], predict the reactants needed to synthesize it. The reactants are: [OH:1][C:2]1[CH:15]=[C:14]([CH2:16][CH2:17][CH3:18])[CH:13]=[CH:12][C:3]=1[O:4][C:5]1[CH:6]=[CH:7][C:8](O)=[N:9][CH:10]=1.[Li+].[OH-].[CH2:21](Br)[CH3:22].[C:24]([O-:27])(O)=O.[Na+].[CH3:29]N(C=O)C. (10) Given the product [Cl:22][C:3]1[CH:4]=[C:5]([C:19]([NH2:21])=[O:20])[C:6]2[NH:7][C:8]3[C:13]([C:14]=2[C:2]=1[C:29]1[CH:28]=[CH:27][CH:26]=[C:25]([N:39]2[C:48](=[O:49])[C:47]4[C:42](=[C:43]([F:50])[CH:44]=[CH:45][CH:46]=4)[N:41]([CH3:51])[C:40]2=[O:52])[C:24]=1[Cl:23])=[CH:12][CH:11]=[C:10]([C:15]([OH:18])([CH3:17])[CH3:16])[CH:9]=3, predict the reactants needed to synthesize it. The reactants are: Br[C:2]1[C:14]2[C:13]3[C:8](=[CH:9][C:10]([C:15]([OH:18])([CH3:17])[CH3:16])=[CH:11][CH:12]=3)[NH:7][C:6]=2[C:5]([C:19]([NH2:21])=[O:20])=[CH:4][C:3]=1[Cl:22].[Cl:23][C:24]1[C:29](B2OC(C)(C)C(C)(C)O2)=[CH:28][CH:27]=[CH:26][C:25]=1[N:39]1[C:48](=[O:49])[C:47]2[C:42](=[C:43]([F:50])[CH:44]=[CH:45][CH:46]=2)[N:41]([CH3:51])[C:40]1=[O:52].CCO.C([O-])([O-])=O.[Na+].[Na+].